From a dataset of Peptide-MHC class II binding affinity with 134,281 pairs from IEDB. Regression. Given a peptide amino acid sequence and an MHC pseudo amino acid sequence, predict their binding affinity value. This is MHC class II binding data. (1) The peptide sequence is KAFVLDSDNLIPKVV. The MHC is HLA-DPA10301-DPB10402 with pseudo-sequence HLA-DPA10301-DPB10402. The binding affinity (normalized) is 0.577. (2) The peptide sequence is KEDIEIIPIQEEEY. The MHC is HLA-DQA10401-DQB10402 with pseudo-sequence HLA-DQA10401-DQB10402. The binding affinity (normalized) is 0.735. (3) The peptide sequence is QIGNRPGPSRGVQGF. The MHC is HLA-DQA10601-DQB10402 with pseudo-sequence HLA-DQA10601-DQB10402. The binding affinity (normalized) is 0. (4) The peptide sequence is SLPKCWLVSNGSYLN. The MHC is DRB1_0101 with pseudo-sequence DRB1_0101. The binding affinity (normalized) is 0.871.